From a dataset of Catalyst prediction with 721,799 reactions and 888 catalyst types from USPTO. Predict which catalyst facilitates the given reaction. (1) Reactant: O.NN.O=C1C2C(=CC=CC=2)C(=O)[N:6]1[CH2:15][C:16]([P:19](=[O:26])([O:23][CH2:24][CH3:25])[O:20][CH2:21][CH3:22])([F:18])[F:17]. Product: [NH2:6][CH2:15][C:16]([P:19](=[O:26])([O:23][CH2:24][CH3:25])[O:20][CH2:21][CH3:22])([F:17])[F:18]. The catalyst class is: 2. (2) Reactant: Br[C:2]1[CH:3]=[CH:4][C:5]([O:10][CH2:11][CH:12]2[CH2:17][CH2:16][N:15]([CH2:18][C:19]([CH2:23][CH3:24])([F:22])[CH2:20][CH3:21])[CH2:14][CH2:13]2)=[C:6]([CH:9]=1)[C:7]#[N:8].[CH3:25][O:26][C:27]([C:29]1[CH:34]=[CH:33][C:32](B(O)O)=[CH:31][CH:30]=1)=[O:28].C([O-])([O-])=O.[Cs+].[Cs+]. Product: [C:7]([C:6]1[CH:9]=[C:2]([C:32]2[CH:33]=[CH:34][C:29]([C:27]([O:26][CH3:25])=[O:28])=[CH:30][CH:31]=2)[CH:3]=[CH:4][C:5]=1[O:10][CH2:11][CH:12]1[CH2:17][CH2:16][N:15]([CH2:18][C:19]([CH2:23][CH3:24])([F:22])[CH2:20][CH3:21])[CH2:14][CH2:13]1)#[N:8]. The catalyst class is: 263. (3) Reactant: [F:1][C:2]1[CH:9]=[CH:8][C:5]([NH:6][CH3:7])=[CH:4][CH:3]=1.Br[CH:11]([C:17]1[CH:22]=[CH:21][CH:20]=[CH:19][CH:18]=1)[C:12]([O:14][CH2:15][CH3:16])=[O:13].CCN(C(C)C)C(C)C. Product: [F:1][C:2]1[CH:9]=[CH:8][C:5]([N:6]([CH3:7])[CH:11]([C:17]2[CH:22]=[CH:21][CH:20]=[CH:19][CH:18]=2)[C:12]([O:14][CH2:15][CH3:16])=[O:13])=[CH:4][CH:3]=1. The catalyst class is: 10. (4) Reactant: [Cl:1][C:2]1[CH:3]=[C:4]([C@@H:9]2[CH2:14][N:13](C(=O)[C@H](OC)C3C=CC=CC=3)[CH2:12][CH2:11][O:10]2)[CH:5]=[CH:6][C:7]=1[Cl:8].[Li+].[B-](CC)(CC)CC.Cl.[NH4+].[OH-]. Product: [Cl:1][C:2]1[CH:3]=[C:4]([C@H:9]2[O:10][CH2:11][CH2:12][NH:13][CH2:14]2)[CH:5]=[CH:6][C:7]=1[Cl:8]. The catalyst class is: 1. (5) Reactant: [NH2:1][C@H:2]1[CH2:7][C:6]2[C:8]([N:12]3[CH2:17][CH2:16][N:15]([CH3:18])[CH2:14][CH2:13]3)=[CH:9][CH:10]=[CH:11][C:5]=2[O:4][CH2:3]1.C(N(CC)CC)C.[O:26]1[CH:30]=[CH:29][CH:28]=[C:27]1[C:31](Cl)=[O:32]. Product: [CH3:18][N:15]1[CH2:14][CH2:13][N:12]([C:8]2[C:6]3[CH2:7][C@H:2]([NH:1][C:31]([C:27]4[O:26][CH:30]=[CH:29][CH:28]=4)=[O:32])[CH2:3][O:4][C:5]=3[CH:11]=[CH:10][CH:9]=2)[CH2:17][CH2:16]1. The catalyst class is: 2. (6) Reactant: [CH3:1][O:2][C:3]1[CH:4]=[C:5]2[C:10](=[CH:11][CH:12]=1)[C:9]([OH:13])=[C:8]([C:14]1[CH:19]=[CH:18][CH:17]=[CH:16][CH:15]=1)[C:7]([CH2:20][CH:21]([CH3:23])[CH3:22])=[CH:6]2.[H-].[Na+].F[C:27]1[CH:34]=[CH:33][C:30]([CH:31]=[O:32])=[CH:29][CH:28]=1. Product: [CH3:1][O:2][C:3]1[CH:4]=[C:5]2[C:10](=[CH:11][CH:12]=1)[C:9]([O:13][C:27]1[CH:34]=[CH:33][C:30]([CH:31]=[O:32])=[CH:29][CH:28]=1)=[C:8]([C:14]1[CH:15]=[CH:16][CH:17]=[CH:18][CH:19]=1)[C:7]([CH2:20][CH:21]([CH3:23])[CH3:22])=[CH:6]2. The catalyst class is: 3. (7) Reactant: [NH2:1][CH2:2][CH2:3][C:4]1[CH:5]=[CH:6][C:7]([O:12][C:13]2[CH:18]=[CH:17][C:16]([C:19]([F:22])([F:21])[F:20])=[CH:15][N:14]=2)=[C:8]([CH:11]=1)[C:9]#[N:10].CS[C:25]1[NH:26][CH:27]=[C:28]([CH2:32][C:33]2[CH:34]=[N:35][CH:36]=[N:37][CH:38]=2)[C:29](=[O:31])[N:30]=1. The catalyst class is: 8. Product: [O:31]=[C:29]1[C:28]([CH2:32][C:33]2[CH:38]=[N:37][CH:36]=[N:35][CH:34]=2)=[CH:27][NH:26][C:25]([NH:1][CH2:2][CH2:3][C:4]2[CH:5]=[CH:6][C:7]([O:12][C:13]3[CH:18]=[CH:17][C:16]([C:19]([F:22])([F:20])[F:21])=[CH:15][N:14]=3)=[C:8]([CH:11]=2)[C:9]#[N:10])=[N:30]1. (8) Reactant: C(OC([N:8]1[CH2:13][CH2:12][CH:11]([CH2:14][CH2:15][C:16]([N:18]2[CH2:23][CH2:22][CH2:21][C@@H:20]([C:24]([NH:26][CH:27]([C:32]3[CH:37]=[CH:36][CH:35]=[C:34]([O:38][CH2:39][CH2:40][F:41])[CH:33]=3)[CH2:28][C:29]([OH:31])=[O:30])=[O:25])[CH2:19]2)=[O:17])[CH2:10][CH2:9]1)=O)(C)(C)C.Cl. Product: [F:41][CH2:40][CH2:39][O:38][C:34]1[CH:35]=[CH:36][CH:37]=[C:32]([C@@H:27]([NH:26][C:24]([C@@H:20]2[CH2:21][CH2:22][CH2:23][N:18]([C:16](=[O:17])[CH2:15][CH2:14][CH:11]3[CH2:10][CH2:9][NH:8][CH2:13][CH2:12]3)[CH2:19]2)=[O:25])[CH2:28][C:29]([OH:31])=[O:30])[CH:33]=1. The catalyst class is: 12. (9) Reactant: C1(P(C2CCCCC2)C2C=CC=CC=2C2C(C(C)C)=CC(C(C)C)=CC=2C(C)C)CCCCC1.[CH3:35][O:36][C:37]1[N:42]=[CH:41][C:40]([C:43]2[CH:44]=[N:45][C:46]([N:50]3[CH2:55][CH2:54][O:53][CH2:52][CH2:51]3)=[CH:47][C:48]=2[NH2:49])=[CH:39][CH:38]=1.Cl[C:57]1[C:66]2[C:61](=[CH:62][C:63]([F:68])=[CH:64][C:65]=2[F:67])[N:60]=[C:59]([C:69]2[CH:70]=[N:71][CH:72]=[C:73]([O:75][CH3:76])[CH:74]=2)[C:58]=1[CH3:77].CC(C)([O-])C.[Na+]. Product: [F:67][C:65]1[CH:64]=[C:63]([F:68])[CH:62]=[C:61]2[C:66]=1[C:57]([NH:49][C:48]1[CH:47]=[C:46]([N:50]3[CH2:55][CH2:54][O:53][CH2:52][CH2:51]3)[N:45]=[CH:44][C:43]=1[C:40]1[CH:41]=[N:42][C:37]([O:36][CH3:35])=[CH:38][CH:39]=1)=[C:58]([CH3:77])[C:59]([C:69]1[CH:70]=[N:71][CH:72]=[C:73]([O:75][CH3:76])[CH:74]=1)=[N:60]2. The catalyst class is: 101. (10) Reactant: [Cl:1][C:2]1[CH:3]=[C:4]([C@H:8]2[O:12][C:11](=[O:13])[N:10]([C@H:14]([CH3:33])[CH2:15][C:16]3[C:24]4[C:19](=[C:20]([NH:25]C(=O)OC(C)(C)C)[CH:21]=[CH:22][CH:23]=4)[NH:18][CH:17]=3)[CH2:9]2)[CH:5]=[CH:6][CH:7]=1.Cl. Product: [NH2:25][C:20]1[CH:21]=[CH:22][CH:23]=[C:24]2[C:19]=1[NH:18][CH:17]=[C:16]2[CH2:15][C@H:14]([N:10]1[CH2:9][C@@H:8]([C:4]2[CH:5]=[CH:6][CH:7]=[C:2]([Cl:1])[CH:3]=2)[O:12][C:11]1=[O:13])[CH3:33]. The catalyst class is: 5.